Dataset: Forward reaction prediction with 1.9M reactions from USPTO patents (1976-2016). Task: Predict the product of the given reaction. (1) The product is: [C:1]([C:3]1[CH:4]=[C:5]([C:13]2[S:17][C:16]([NH:18][C:19]([NH:21][CH2:25][CH2:24][C:32]3[O:33][C:29]([CH2:27][CH3:28])=[CH:30][N:31]=3)=[O:20])=[N:15][C:14]=2[CH3:26])[CH:6]=[CH:7][C:8]=1[S:9]([CH3:12])(=[O:11])=[O:10])#[N:2]. Given the reactants [C:1]([C:3]1[CH:4]=[C:5]([C:13]2[S:17][C:16]([NH:18][C:19]([N:21]3[CH:25]=[CH:24]N=C3)=[O:20])=[N:15][C:14]=2[CH3:26])[CH:6]=[CH:7][C:8]=1[S:9]([CH3:12])(=[O:11])=[O:10])#[N:2].[CH2:27]([C:29]1[O:33][C:32](CCN)=[N:31][CH:30]=1)[CH3:28].C(N(CC)CC)C, predict the reaction product. (2) Given the reactants C[O:2][C:3]1[CH:8]=[CH:7][C:6]([C:9](=[O:15])[CH2:10][CH2:11][C:12]([OH:14])=[O:13])=[CH:5][CH:4]=1.[CH2:16](O)[CH3:17], predict the reaction product. The product is: [CH2:16]([O:14][C:12](=[O:13])[CH2:11][CH2:10][C:9]([C:6]1[CH:7]=[CH:8][C:3]([OH:2])=[CH:4][CH:5]=1)=[O:15])[CH3:17]. (3) Given the reactants [NH2:1][C:2]1[NH:6][N:5]=[C:4]([C:7]2[CH:12]=[CH:11][C:10]([Cl:13])=[CH:9][CH:8]=2)[CH:3]=1.[C:14](O[C:14]([O:16][C:17]([CH3:20])([CH3:19])[CH3:18])=[O:15])([O:16][C:17]([CH3:20])([CH3:19])[CH3:18])=[O:15], predict the reaction product. The product is: [C:17]([O:16][C:14]([N:5]1[C:4]([C:7]2[CH:12]=[CH:11][C:10]([Cl:13])=[CH:9][CH:8]=2)=[CH:3][C:2]([NH2:1])=[N:6]1)=[O:15])([CH3:20])([CH3:19])[CH3:18]. (4) Given the reactants [Cl:1][C:2]1[CH:3]=[C:4]([CH:9]([C:25]([F:28])([F:27])[F:26])/[CH:10]=[CH:11]/[C:12]2[CH:13]=[CH:14][C:15]([N:20]3[CH:24]=[N:23][CH:22]=[N:21]3)=[C:16]([CH:19]=2)[C:17]#[N:18])[CH:5]=[C:6]([Cl:8])[CH:7]=1.CC([O-])=O.[Na+].[Cl-].[OH:35][NH3+:36], predict the reaction product. The product is: [Cl:1][C:2]1[CH:3]=[C:4]([CH:9]([C:25]([F:27])([F:26])[F:28])/[CH:10]=[CH:11]/[C:12]2[CH:13]=[CH:14][C:15]([N:20]3[CH:24]=[N:23][CH:22]=[N:21]3)=[C:16]([CH:19]=2)/[C:17](=[N:36]/[OH:35])/[NH2:18])[CH:5]=[C:6]([Cl:8])[CH:7]=1. (5) Given the reactants [F:1][C:2]1[CH:7]=[CH:6][C:5]([S:8](Cl)(=[O:10])=[O:9])=[CH:4][CH:3]=1.S([O-])([O-])=O.[Na+].[Na+].C(=O)(O)[O-].[Na+].Cl, predict the reaction product. The product is: [F:1][C:2]1[CH:7]=[CH:6][C:5]([S:8]([OH:10])=[O:9])=[CH:4][CH:3]=1. (6) Given the reactants C(OC([N:8]1[CH2:27][CH2:26][N:11]2[C:12](=[O:25])[C:13]3[C:18]([C@@H:10]2[CH2:9]1)=[CH:17][C:16]([O:19][CH3:20])=[CH:15][C:14]=3[C:21]([F:24])([F:23])[F:22])=O)(C)(C)C.[ClH:28], predict the reaction product. The product is: [ClH:28].[CH3:20][O:19][C:16]1[CH:17]=[C:18]2[C:13]([C:12](=[O:25])[N:11]3[CH2:26][CH2:27][NH:8][CH2:9][C@H:10]32)=[C:14]([C:21]([F:24])([F:22])[F:23])[CH:15]=1.